From a dataset of Reaction yield outcomes from USPTO patents with 853,638 reactions. Predict the reaction yield, written as a fraction of the theoretical maximum amount of product (1.0 means a 100% yield; for example, 0.34 means a 34% yield). (1) The reactants are [Cl:1][CH2:2][CH2:3][C:4](Cl)=[O:5].[Cl-].[Al+3].[Cl-].[Cl-].[S:11]1[CH:15]=[CH:14][CH:13]=[CH:12]1. The catalyst is ClCCl. The product is [Cl:1][CH2:2][CH2:3][C:4]([C:12]1[S:11][CH:15]=[CH:14][CH:13]=1)=[O:5]. The yield is 1.00. (2) The reactants are Cl[C:2]1[N:11]=[C:10]([NH2:12])[C:9]2[C:4](=[CH:5][CH:6]=[CH:7][CH:8]=2)[N:3]=1.[NH2:13][NH2:14]. The catalyst is C(O)C. The product is [NH:13]([C:2]1[N:11]=[C:10]([NH2:12])[C:9]2[C:4](=[CH:5][CH:6]=[CH:7][CH:8]=2)[N:3]=1)[NH2:14]. The yield is 0.860. (3) The reactants are [CH3:1][O:2][C:3](=[O:14])[C:4]1[CH:9]=[CH:8][C:7]([CH:10]=[O:11])=[C:6]([O:12][CH3:13])[CH:5]=1.O.CC(=CC)C.[O-:21]Cl=O.[Na+]. The catalyst is C(O)(C)(C)C.C(Cl)Cl. The product is [CH3:1][O:2][C:3](=[O:14])[C:4]1[CH:9]=[CH:8][C:7]([C:10]([OH:21])=[O:11])=[C:6]([O:12][CH3:13])[CH:5]=1. The yield is 0.470. (4) The reactants are [NH2:1][C:2]1[CH:3]=[CH:4][C:5]([Br:11])=[C:6]([CH:10]=1)[C:7]([OH:9])=[O:8].Br[C:13]([CH3:18])([CH3:17])[C:14]([OH:16])=[O:15].C(N(CC)CC)C. The catalyst is C(O)(C)C. The product is [Br:11][C:5]1[CH:4]=[CH:3][C:2]([NH:1][C:13]([C:14]([OH:16])=[O:15])([CH3:18])[CH3:17])=[CH:10][C:6]=1[C:7]([OH:9])=[O:8]. The yield is 0.980. (5) The reactants are [C:1]1([C@H:7]2[O:12][C@@H:11](OS(C3C=CC(C)=CC=3)(=O)=O)[CH2:10][CH2:9][O:8]2)[CH:6]=[CH:5][CH:4]=[CH:3][CH:2]=1.[C:24]([O-:27])(=[S:26])[CH3:25].[Na+].C1C=CC=CC=1. The catalyst is CN(C)C=O. The product is [C:24]([S:26][C@@H:11]1[CH2:10][CH2:9][O:8][C@@H:7]([C:1]2[CH:2]=[CH:3][CH:4]=[CH:5][CH:6]=2)[O:12]1)(=[O:27])[CH3:25]. The yield is 0.430.